From a dataset of Reaction yield outcomes from USPTO patents with 853,638 reactions. Predict the reaction yield, written as a fraction of the theoretical maximum amount of product (1.0 means a 100% yield; for example, 0.34 means a 34% yield). The reactants are Br[C:2]1[CH:25]=[CH:24][C:5]([C:6]([N:8]([CH2:13][C:14]2[CH:23]=[CH:22][C:17]([C:18]([O:20][CH3:21])=[O:19])=[CH:16][CH:15]=2)[CH2:9][CH:10]2[CH2:12][CH2:11]2)=[O:7])=[CH:4][CH:3]=1.[F:26][C:27]1[CH:32]=[CH:31][CH:30]=[C:29]([O:33][CH3:34])[C:28]=1[OH:35]. The catalyst is CC1C=C(C)C=C(C)N=1.O.CCOC(C)=O.[Cu-]=O. The product is [CH:10]1([CH2:9][N:8]([CH2:13][C:14]2[CH:23]=[CH:22][C:17]([C:18]([O:20][CH3:21])=[O:19])=[CH:16][CH:15]=2)[C:6](=[O:7])[C:5]2[CH:24]=[CH:25][C:2]([O:35][C:28]3[C:29]([O:33][CH3:34])=[CH:30][CH:31]=[CH:32][C:27]=3[F:26])=[CH:3][CH:4]=2)[CH2:12][CH2:11]1. The yield is 0.260.